This data is from Forward reaction prediction with 1.9M reactions from USPTO patents (1976-2016). The task is: Predict the product of the given reaction. (1) Given the reactants [H-].[Na+].[CH3:3][N:4]1[C:16]2[C:15]3[CH:14]=[C:13]([OH:17])[CH:12]=[CH:11][C:10]=3[N:9]=[CH:8][C:7]=2[N:6]=[C:5]1[CH3:18].Br[CH2:20][C:21]([O:23][CH2:24][CH3:25])=[O:22].C(O)C, predict the reaction product. The product is: [CH3:3][N:4]1[C:16]2[C:15]3[CH:14]=[C:13]([O:17][CH2:20][C:21]([O:23][CH2:24][CH3:25])=[O:22])[CH:12]=[CH:11][C:10]=3[N:9]=[CH:8][C:7]=2[N:6]=[C:5]1[CH3:18]. (2) Given the reactants [Br:1][C:2]1[CH:3]=[N:4][C:5](Cl)=[N:6][CH:7]=1.[CH:9]1([NH2:13])[CH2:12][CH2:11][CH2:10]1.CCN(C(C)C)C(C)C.C(#N)C, predict the reaction product. The product is: [Br:1][C:2]1[CH:3]=[N:4][C:5]([NH:13][CH:9]2[CH2:12][CH2:11][CH2:10]2)=[N:6][CH:7]=1. (3) Given the reactants [C:1]([NH:8][C@H:9]([C:13]([OH:15])=O)[CH:10]([CH3:12])[CH3:11])([O:3][C:4]([CH3:7])([CH3:6])[CH3:5])=[O:2].C1CCC(N=C=NC2CCCCC2)CC1.Cl.Cl.[NH2:33][C:34]1[NH:35][C:36]2[NH:37][CH2:38][CH:39]([CH:45]([OH:49])[CH:46]([OH:48])[CH3:47])[NH:40][C:41]=2[C:42](=[O:44])[N:43]=1, predict the reaction product. The product is: [C:4]([O:3][C:1](=[O:2])[NH:8][CH:9]([C:13]([N:40]1[CH:39]([CH:45]([OH:49])[CH:46]([OH:48])[CH3:47])[CH2:38][NH:37][C:36]2[NH:35][C:34]([NH2:33])=[N:43][C:42](=[O:44])[C:41]1=2)=[O:15])[CH:10]([CH3:11])[CH3:12])([CH3:5])([CH3:6])[CH3:7]. (4) Given the reactants Cl.[CH:2]1[C:12]2[CH:11]=[CH:10][C:9]3[CH:13]=[CH:14][CH:15]=[CH:16][C:8]=3[C:7](=[C:17]3[CH2:22][CH2:21][N:20]([C:23](=[O:26])[CH2:24][NH2:25])[CH2:19][CH2:18]3)[C:6]=2[CH:5]=[CH:4][CH:3]=1.C(N([CH2:32][CH3:33])CC)C.[CH3:34][C:35]1(C)C[C@@H:36]1[C:38](Cl)=[O:39].Cl[CH2:43]Cl, predict the reaction product. The product is: [CH:13]1[C:9]2[CH:10]=[CH:11][C:12]3[CH:2]=[CH:3][CH:4]=[CH:5][C:6]=3[C:7](=[C:17]3[CH2:18][CH2:19][N:20]([C:23](=[O:26])[CH2:24][NH:25][C:38]([CH2:36][C@H:35]4[CH2:34][C:32]4([CH3:33])[CH3:43])=[O:39])[CH2:21][CH2:22]3)[C:8]=2[CH:16]=[CH:15][CH:14]=1.